Dataset: Catalyst prediction with 721,799 reactions and 888 catalyst types from USPTO. Task: Predict which catalyst facilitates the given reaction. (1) Product: [NH2:46][C@@H:42]1[CH2:43][CH2:44][CH2:45][N:40]([C@@H:32]2[CH2:33][C:34]3=[N:35][CH:36]=[CH:37][CH:38]=[C:39]3[C@H:31]2[O:10][C:9]2[CH:8]=[CH:7][C:4]([C:5]#[N:6])=[CH:3][C:2]=2[Cl:1])[CH2:41]1. The catalyst class is: 1. Reactant: [Cl:1][C:2]1[CH:3]=[C:4]([CH:7]=[CH:8][C:9]=1[OH:10])[C:5]#[N:6].C1C=CC(P(C2C=CC=CC=2)C2C=CC=CC=2)=CC=1.O[C@H:31]1[CH2:39][C:34]2=[N:35][CH:36]=[CH:37][CH:38]=[C:33]2[C@@H:32]1[N:40]1[CH2:45][CH2:44][CH2:43][C@@H:42]([NH:46]C(=O)OC(C)(C)C)[CH2:41]1.N(C(OC(C)C)=O)=NC(OC(C)C)=O. (2) Reactant: C[O:2][C:3]1[C:4]([CH3:36])=[C:5]([C:27]([O:34]C)=[C:28]([O:32][CH3:33])[C:29]=1[O:30][CH3:31])[CH2:6][C:7]1[CH:8]=[CH:9][C:10]([O:21][CH2:22][C:23]([O:25][CH3:26])=[O:24])=[C:11]([CH:20]=1)[C:12]([N:14]1[CH2:19][CH2:18][CH2:17][CH2:16][CH2:15]1)=[O:13].O=[N+]([O-])[O-].[O-][N+](=O)[O-].[O-][N+](=O)[O-].[O-][N+](=O)[O-].[O-][N+](=O)[O-].[O-][N+](=O)[O-].[Ce+4].[NH4+].[NH4+]. Product: [CH3:31][O:30][C:29]1[C:3](=[O:2])[C:4]([CH3:36])=[C:5]([CH2:6][C:7]2[CH:8]=[CH:9][C:10]([O:21][CH2:22][C:23]([O:25][CH3:26])=[O:24])=[C:11]([CH:20]=2)[C:12]([N:14]2[CH2:15][CH2:16][CH2:17][CH2:18][CH2:19]2)=[O:13])[C:27](=[O:34])[C:28]=1[O:32][CH3:33]. The catalyst class is: 47. (3) Reactant: [F:1][C:2]1[C:3]([O:47]COCC[Si](C)(C)C)=[CH:4][C:5]([CH2:42][C:43]([F:46])([F:45])[F:44])=[C:6]([C:8]2[N:13]=[C:12]([NH:14][CH2:15][C:16]3[CH:21]=[CH:20][CH:19]=[CH:18][C:17]=3[N:22]([CH3:27])[S:23]([CH3:26])(=[O:25])=[O:24])[C:11]3[C:28]([C:39]([OH:41])=O)=[N:29][N:30](COCC[Si](C)(C)C)[C:10]=3[CH:9]=2)[CH:7]=1.[CH3:56][C:57]1[N:62]=[CH:61][C:60]([NH2:63])=[CH:59][CH:58]=1.CCN(C(C)C)C(C)C.F[P-](F)(F)(F)(F)F.N1(O[P+](N(C)C)(N(C)C)N(C)C)C2C=CC=CC=2N=N1. Product: [F:1][C:2]1[C:3]([OH:47])=[CH:4][C:5]([CH2:42][C:43]([F:44])([F:45])[F:46])=[C:6]([C:8]2[N:13]=[C:12]([NH:14][CH2:15][C:16]3[CH:21]=[CH:20][CH:19]=[CH:18][C:17]=3[N:22]([CH3:27])[S:23]([CH3:26])(=[O:24])=[O:25])[C:11]3[C:28]([C:39]([NH:63][C:60]4[CH:61]=[N:62][C:57]([CH3:56])=[CH:58][CH:59]=4)=[O:41])=[N:29][NH:30][C:10]=3[CH:9]=2)[CH:7]=1. The catalyst class is: 3.